From a dataset of Catalyst prediction with 721,799 reactions and 888 catalyst types from USPTO. Predict which catalyst facilitates the given reaction. (1) Reactant: [CH3:1][O:2][CH2:3][CH2:4][CH2:5][C:6]1[CH:15]=[C:14]([CH2:16][OH:17])[C:13]2[C:8](=[CH:9][CH:10]=[CH:11][CH:12]=2)[N:7]=1.C(N(CC)CC)C.[CH3:25][S:26](Cl)(=[O:28])=[O:27]. Product: [CH3:25][S:26]([O:17][CH2:16][C:14]1[C:13]2[C:8](=[CH:9][CH:10]=[CH:11][CH:12]=2)[N:7]=[C:6]([CH2:5][CH2:4][CH2:3][O:2][CH3:1])[CH:15]=1)(=[O:28])=[O:27]. The catalyst class is: 4. (2) Reactant: [Cl:1][C:2]1[CH:3]=[N:4][CH:5]=[C:6]([Cl:22])[C:7]=1[NH:8][C:9]([C:11]1[CH:19]=[C:18]2[C:14]([C:15]([CH:20]=[O:21])=[CH:16][NH:17]2)=[CH:13][CH:12]=1)=[O:10].[H-].[Na+].[C:25]1([CH3:35])[CH:30]=[CH:29][C:28]([S:31](Cl)(=[O:33])=[O:32])=[CH:27][CH:26]=1. Product: [Cl:22][C:6]1[CH:5]=[N:4][CH:3]=[C:2]([Cl:1])[C:7]=1[NH:8][C:9]([C:11]1[CH:19]=[C:18]2[C:14]([C:15]([CH:20]=[O:21])=[CH:16][N:17]2[S:31]([C:28]2[CH:29]=[CH:30][C:25]([CH3:35])=[CH:26][CH:27]=2)(=[O:33])=[O:32])=[CH:13][CH:12]=1)=[O:10]. The catalyst class is: 9. (3) Reactant: [Br:1][C:2]1[C:3]([O:9][CH2:10][CH:11]2[CH2:13][CH2:12]2)=[CH:4][C:5]([OH:8])=[N:6][CH:7]=1.[H-].[Na+].[CH3:16][S:17][CH2:18]Cl. Product: [Br:1][C:2]1[C:3]([O:9][CH2:10][CH:11]2[CH2:12][CH2:13]2)=[CH:4][C:5](=[O:8])[N:6]([CH2:16][S:17][CH3:18])[CH:7]=1. The catalyst class is: 3. (4) Reactant: C([O:8][N:9]1[C:14]2[N:15]=[CH:16][N:17]=[CH:18][C:13]=2[C:12](NC2CC3C(=CC=CC=3)C2)=[CH:11][C:10]1=[O:29])C1C=CC=CC=1.[H][H]. Product: [OH:8][N:9]1[C:14]2[N:15]=[CH:16][N:17]=[CH:18][C:13]=2[CH:12]=[CH:11][C:10]1=[O:29]. The catalyst class is: 352. (5) Reactant: [F:1][C:2]1[CH:11]=[CH:10][CH:9]=[C:8]2[C:3]=1[NH:4][CH2:5][C:6](=[O:12])[NH:7]2.[H-].[Na+].Br[CH2:16][C:17]([O:19][CH3:20])=[O:18]. Product: [CH3:20][O:19][C:17](=[O:18])[CH2:16][N:7]1[C:8]2[C:3](=[C:2]([F:1])[CH:11]=[CH:10][CH:9]=2)[NH:4][CH2:5][C:6]1=[O:12]. The catalyst class is: 163. (6) Reactant: [C:1]([O:5][C:6]([NH:8][C@@H:9]([C@H:22]([CH3:30])[CH2:23][CH2:24][CH2:25][CH:26]([CH3:29])[CH:27]=[CH2:28])[C:10]([N:12]1[CH2:16][C@H:15]([OH:17])[CH2:14][C@H:13]1[C:18]([O:20]C)=[O:19])=[O:11])=[O:7])([CH3:4])([CH3:3])[CH3:2].CO.[Li+].[OH-]. Product: [C:1]([O:5][C:6]([NH:8][C@@H:9]([C@H:22]([CH3:30])[CH2:23][CH2:24][CH2:25][CH:26]([CH3:29])[CH:27]=[CH2:28])[C:10]([N:12]1[CH2:16][C@H:15]([OH:17])[CH2:14][C@H:13]1[C:18]([OH:20])=[O:19])=[O:11])=[O:7])([CH3:4])([CH3:3])[CH3:2]. The catalyst class is: 20. (7) Reactant: C(OC(=O)[NH:7][C@@H:8]1[CH2:13][CH2:12][CH2:11][N:10]([C:14]2[C:19]([C:20]([F:23])([F:22])[F:21])=[CH:18][N:17]=[C:16]3[NH:24][CH:25]=[C:26]([NH:27][C:28]([C:30]4[CH:31]=[N:32][N:33]([CH2:35][C:36]5[CH:41]=[CH:40][C:39](F)=[CH:38][CH:37]=5)[CH:34]=4)=[O:29])[C:15]=23)[CH2:9]1)(C)(C)C. Product: [NH2:7][C@@H:8]1[CH2:13][CH2:12][CH2:11][N:10]([C:14]2[C:19]([C:20]([F:22])([F:23])[F:21])=[CH:18][N:17]=[C:16]3[NH:24][CH:25]=[C:26]([NH:27][C:28]([C:30]4[CH:31]=[N:32][N:33]([CH2:35][C:36]5[CH:37]=[CH:38][CH:39]=[CH:40][CH:41]=5)[CH:34]=4)=[O:29])[C:15]=23)[CH2:9]1. The catalyst class is: 5. (8) Reactant: [CH2:1]([N:8]([CH2:21][C:22]1[CH:27]=[CH:26][CH:25]=[CH:24][CH:23]=1)[C:9]1[CH:10]=[C:11]2[C:16](=[CH:17][C:18]=1[F:19])[C:15]([NH2:20])=[N:14][CH:13]=[CH:12]2)[C:2]1[CH:7]=[CH:6][CH:5]=[CH:4][CH:3]=1.[C:28](O[C:28]([O:30][C:31]([CH3:34])([CH3:33])[CH3:32])=[O:29])([O:30][C:31]([CH3:34])([CH3:33])[CH3:32])=[O:29]. Product: [CH2:21]([N:8]([CH2:1][C:2]1[CH:3]=[CH:4][CH:5]=[CH:6][CH:7]=1)[C:9]1[CH:10]=[C:11]2[C:16](=[CH:17][C:18]=1[F:19])[C:15]([N:20]([C:28]([O:30][C:31]([CH3:34])([CH3:33])[CH3:32])=[O:29])[C:28]([O:30][C:31]([CH3:34])([CH3:33])[CH3:32])=[O:29])=[N:14][CH:13]=[CH:12]2)[C:22]1[CH:27]=[CH:26][CH:25]=[CH:24][CH:23]=1. The catalyst class is: 277.